From a dataset of NCI-60 drug combinations with 297,098 pairs across 59 cell lines. Regression. Given two drug SMILES strings and cell line genomic features, predict the synergy score measuring deviation from expected non-interaction effect. Drug 1: COC1=CC(=CC(=C1O)OC)C2C3C(COC3=O)C(C4=CC5=C(C=C24)OCO5)OC6C(C(C7C(O6)COC(O7)C8=CC=CS8)O)O. Drug 2: C1C(C(OC1N2C=C(C(=O)NC2=O)F)CO)O. Cell line: T-47D. Synergy scores: CSS=41.7, Synergy_ZIP=4.35, Synergy_Bliss=6.34, Synergy_Loewe=0.604, Synergy_HSA=7.01.